Task: Predict which catalyst facilitates the given reaction.. Dataset: Catalyst prediction with 721,799 reactions and 888 catalyst types from USPTO (1) Reactant: [C:1]([C:4]1[CH:11]=[CH:10][C:7]([CH:8]=[O:9])=[CH:6][CH:5]=1)([OH:3])=O.C(Cl)(=O)C(Cl)=O.[C:18]([NH:22][CH2:23][CH2:24][C:25]([O:27][C:28]([CH3:31])([CH3:30])[CH3:29])=[O:26])([CH3:21])([CH3:20])[CH3:19].C(N(CC)CC)C. Product: [C:18]([N:22]([CH2:23][CH2:24][C:25]([O:27][C:28]([CH3:31])([CH3:30])[CH3:29])=[O:26])[C:1](=[O:3])[C:4]1[CH:11]=[CH:10][C:7]([CH:8]=[O:9])=[CH:6][CH:5]=1)([CH3:21])([CH3:20])[CH3:19]. The catalyst class is: 120. (2) Reactant: [C:1]([O:5][C:6]([N:8]1[C:12](=[O:13])[CH:11]=[C:10]([OH:14])[CH:9]1[CH2:15][C:16]1[C:24]2[C:19](=[CH:20][CH:21]=[CH:22][CH:23]=2)[NH:18][CH:17]=1)=[O:7])([CH3:4])([CH3:3])[CH3:2].[BH4-].[Na+]. Product: [C:1]([O:5][C:6]([N:8]1[C:12](=[O:13])[CH2:11][CH:10]([OH:14])[CH:9]1[CH2:15][C:16]1[C:24]2[C:19](=[CH:20][CH:21]=[CH:22][CH:23]=2)[NH:18][CH:17]=1)=[O:7])([CH3:4])([CH3:2])[CH3:3]. The catalyst class is: 585. (3) Reactant: [NH2:1][C:2]1[N:7]=[CH:6][C:5]([C:8]([F:13])([F:12])[C:9]([OH:11])=O)=[CH:4][N:3]=1.Cl.[NH2:15][CH2:16][C:17]1[CH:18]=[C:19]2[C:23](=[CH:24][CH:25]=1)[C:22](=[O:26])[N:21]([CH:27]1[CH2:32][CH2:31][C:30](=[O:33])[NH:29][C:28]1=[O:34])[CH2:20]2.C(N(CC)C(C)C)(C)C.F[P-](F)(F)(F)(F)F.CN(C(N(C)C)=[N+]1C2C(=NC=CC=2)[N+]([O-])=N1)C. Product: [NH2:1][C:2]1[N:3]=[CH:4][C:5]([C:8]([F:13])([F:12])[C:9]([NH:15][CH2:16][C:17]2[CH:18]=[C:19]3[C:23](=[CH:24][CH:25]=2)[C:22](=[O:26])[N:21]([CH:27]2[CH2:32][CH2:31][C:30](=[O:33])[NH:29][C:28]2=[O:34])[CH2:20]3)=[O:11])=[CH:6][N:7]=1. The catalyst class is: 35. (4) Reactant: [Br:1][C:2]1[CH:7]=[CH:6][N:5]2[N:8]=[CH:9][C:10]([C:11]([O:13]CC)=[O:12])=[C:4]2[CH:3]=1.[OH-].[K+].Cl. Product: [Br:1][C:2]1[CH:7]=[CH:6][N:5]2[N:8]=[CH:9][C:10]([C:11]([OH:13])=[O:12])=[C:4]2[CH:3]=1. The catalyst class is: 14.